This data is from Catalyst prediction with 721,799 reactions and 888 catalyst types from USPTO. The task is: Predict which catalyst facilitates the given reaction. Reactant: [CH2:1]([O:3][C:4](=[O:33])[CH2:5][O:6][CH:7]1[CH2:12][CH2:11][N:10]([C:13]2[N:18]=[CH:17][C:16]([C:19]3[CH:24]=[CH:23][CH:22]=[C:21]([CH2:25][O:26][C:27](=[O:32])[NH:28][C:29](=[NH:31])[NH2:30])[CH:20]=3)=[CH:15][N:14]=2)[CH2:9][CH2:8]1)[CH3:2].[C:34]([OH:43])(=[O:42])[C@@H:35]([C@H:37]([C:39]([OH:41])=[O:40])[OH:38])[OH:36]. Product: [C:39]([C@@H:37]([C@H:35]([C:34]([OH:43])=[O:42])[OH:36])[OH:38])([OH:41])=[O:40].[C:29]([NH:28][C:27]([O:26][CH2:25][C:21]1[CH:20]=[C:19]([C:16]2[CH:15]=[N:14][C:13]([N:10]3[CH2:9][CH2:8][CH:7]([O:6][CH2:5][C:4]([O:3][CH2:1][CH3:2])=[O:33])[CH2:12][CH2:11]3)=[N:18][CH:17]=2)[CH:24]=[CH:23][CH:22]=1)=[O:32])(=[NH:30])[NH2:31]. The catalyst class is: 8.